Dataset: Reaction yield outcomes from USPTO patents with 853,638 reactions. Task: Predict the reaction yield, written as a fraction of the theoretical maximum amount of product (1.0 means a 100% yield; for example, 0.34 means a 34% yield). The reactants are O1CCCCC1[O:7][CH2:8][C:9]1[CH2:13][CH:12]([CH2:14][N:15]2[CH2:20][CH2:19][O:18][CH2:17][CH2:16]2)[O:11][N:10]=1.C1(C)C=CC(S([O-])(=O)=O)=CC=1.[NH+]1C=CC=CC=1. The catalyst is CO. The product is [N:15]1([CH2:14][CH:12]2[O:11][N:10]=[C:9]([CH2:8][OH:7])[CH2:13]2)[CH2:20][CH2:19][O:18][CH2:17][CH2:16]1. The yield is 0.950.